Dataset: NCI-60 drug combinations with 297,098 pairs across 59 cell lines. Task: Regression. Given two drug SMILES strings and cell line genomic features, predict the synergy score measuring deviation from expected non-interaction effect. (1) Drug 1: CN(C)C1=NC(=NC(=N1)N(C)C)N(C)C. Drug 2: CN1C(=O)N2C=NC(=C2N=N1)C(=O)N. Cell line: PC-3. Synergy scores: CSS=2.02, Synergy_ZIP=0.672, Synergy_Bliss=4.53, Synergy_Loewe=3.26, Synergy_HSA=3.19. (2) Drug 1: CCC1=CC2CC(C3=C(CN(C2)C1)C4=CC=CC=C4N3)(C5=C(C=C6C(=C5)C78CCN9C7C(C=CC9)(C(C(C8N6C)(C(=O)OC)O)OC(=O)C)CC)OC)C(=O)OC.C(C(C(=O)O)O)(C(=O)O)O. Drug 2: CN1C(=O)N2C=NC(=C2N=N1)C(=O)N. Cell line: SR. Synergy scores: CSS=72.1, Synergy_ZIP=1.08, Synergy_Bliss=1.29, Synergy_Loewe=-2.43, Synergy_HSA=2.75. (3) Drug 1: C1=CC(=CC=C1CCC2=CNC3=C2C(=O)NC(=N3)N)C(=O)NC(CCC(=O)O)C(=O)O. Drug 2: CC1C(C(CC(O1)OC2CC(CC3=C2C(=C4C(=C3O)C(=O)C5=C(C4=O)C(=CC=C5)OC)O)(C(=O)CO)O)N)O.Cl. Cell line: MOLT-4. Synergy scores: CSS=55.8, Synergy_ZIP=-9.85, Synergy_Bliss=-20.8, Synergy_Loewe=4.50, Synergy_HSA=-15.1. (4) Cell line: OVCAR3. Synergy scores: CSS=16.3, Synergy_ZIP=-3.55, Synergy_Bliss=-1.84, Synergy_Loewe=-13.3, Synergy_HSA=-3.62. Drug 2: CN(C(=O)NC(C=O)C(C(C(CO)O)O)O)N=O. Drug 1: CCN(CC)CCCC(C)NC1=C2C=C(C=CC2=NC3=C1C=CC(=C3)Cl)OC. (5) Drug 1: CC(C)(C#N)C1=CC=C(C=C1)N2C3=C4C=C(C=CC4=NC=C3N(C2=O)C)C5=CC6=CC=CC=C6N=C5. Drug 2: CN1C=C(C=N1)C2=C3N=C(C(=C(N3N=C2)N)Br)C4CCCNC4. Cell line: OVCAR3. Synergy scores: CSS=68.8, Synergy_ZIP=0.495, Synergy_Bliss=0.330, Synergy_Loewe=1.15, Synergy_HSA=7.40. (6) Drug 1: C1CN1C2=NC(=NC(=N2)N3CC3)N4CC4. Drug 2: CC(C)(C#N)C1=CC(=CC(=C1)CN2C=NC=N2)C(C)(C)C#N. Cell line: HOP-92. Synergy scores: CSS=30.9, Synergy_ZIP=-8.68, Synergy_Bliss=-0.797, Synergy_Loewe=0.435, Synergy_HSA=-0.360. (7) Drug 1: C1=C(C(=O)NC(=O)N1)N(CCCl)CCCl. Drug 2: CC12CCC3C(C1CCC2O)C(CC4=C3C=CC(=C4)O)CCCCCCCCCS(=O)CCCC(C(F)(F)F)(F)F. Cell line: SW-620. Synergy scores: CSS=28.0, Synergy_ZIP=2.06, Synergy_Bliss=0.946, Synergy_Loewe=-0.208, Synergy_HSA=0.514. (8) Drug 1: CCC1(CC2CC(C3=C(CCN(C2)C1)C4=CC=CC=C4N3)(C5=C(C=C6C(=C5)C78CCN9C7C(C=CC9)(C(C(C8N6C=O)(C(=O)OC)O)OC(=O)C)CC)OC)C(=O)OC)O.OS(=O)(=O)O. Drug 2: C(=O)(N)NO. Cell line: SF-268. Synergy scores: CSS=-5.50, Synergy_ZIP=1.29, Synergy_Bliss=-4.37, Synergy_Loewe=-6.05, Synergy_HSA=-7.60.